This data is from Full USPTO retrosynthesis dataset with 1.9M reactions from patents (1976-2016). The task is: Predict the reactants needed to synthesize the given product. (1) Given the product [NH2:1][C:2]1[C:11]2[C:6](=[CH:7][C:8]([F:21])=[C:9]([O:12][C:13]3[C:14]([CH3:20])=[CH:15][CH:16]=[CH:17][C:18]=3[CH3:19])[CH:10]=2)[N:5]=[C:4]([N:22]2[CH:26]=[C:25]([C:27]([OH:29])=[O:28])[CH:24]=[N:23]2)[N:3]=1, predict the reactants needed to synthesize it. The reactants are: [NH2:1][C:2]1[C:11]2[C:6](=[CH:7][C:8]([F:21])=[C:9]([O:12][C:13]3[C:18]([CH3:19])=[CH:17][CH:16]=[CH:15][C:14]=3[CH3:20])[CH:10]=2)[N:5]=[C:4]([N:22]2[CH:26]=[C:25]([C:27]([O:29]CC)=[O:28])[CH:24]=[N:23]2)[N:3]=1.[Li+].[OH-].Cl. (2) Given the product [CH2:15]([N:11]1[CH2:12][CH2:13][CH2:14][C@H:10]1[CH2:9][CH2:8][C:4]1[CH:5]=[CH:6][CH:7]=[C:2]([F:1])[CH:3]=1)[CH3:16], predict the reactants needed to synthesize it. The reactants are: [F:1][C:2]1[CH:3]=[C:4]([CH2:8][CH2:9][C@@H:10]2[CH2:14][CH2:13][CH2:12][N:11]2[C:15](=O)[CH3:16])[CH:5]=[CH:6][CH:7]=1.[H-].[Al+3].[Li+].[H-].[H-].[H-].[OH-].[Na+].S(=O)(=O)(O)[O-].[Na+]. (3) Given the product [Br:19][CH2:20][CH2:21][CH2:22][CH2:23][CH2:24][O:17][C:8]1[CH:9]=[C:10]([S:11][CH2:12][C:13]([F:14])([F:15])[F:16])[C:5]([Cl:4])=[CH:6][C:7]=1[F:18], predict the reactants needed to synthesize it. The reactants are: C(#N)C.[Cl:4][C:5]1[C:10]([S:11][CH2:12][C:13]([F:16])([F:15])[F:14])=[CH:9][C:8]([OH:17])=[C:7]([F:18])[CH:6]=1.[Br:19][CH2:20][CH2:21][CH2:22][CH2:23][CH2:24]Br.C(=O)([O-])[O-].[K+].[K+]. (4) Given the product [N:30]([CH2:22][C@@H:20]1[O:19][C:18](=[O:28])[N:17]([C:14]2[CH:15]=[CH:16][C:11]([N:3]3[CH2:4][C:5]4[C:10](=[CH:9][CH:8]=[CH:7][CH:6]=4)[C:2]3=[O:1])=[C:12]([F:29])[CH:13]=2)[CH2:21]1)=[N+:31]=[N-:32], predict the reactants needed to synthesize it. The reactants are: [O:1]=[C:2]1[C:10]2[C:5](=[CH:6][CH:7]=[CH:8][CH:9]=2)[CH2:4][N:3]1[C:11]1[CH:16]=[CH:15][C:14]([N:17]2[CH2:21][C@H:20]([CH2:22]OS(C)(=O)=O)[O:19][C:18]2=[O:28])=[CH:13][C:12]=1[F:29].[N-:30]=[N+:31]=[N-:32].[Na+].O. (5) Given the product [Cl:14][C:7]1[N:6]=[C:5]([C:3]([O:2][CH3:1])=[O:4])[CH:10]=[CH:9][CH:8]=1, predict the reactants needed to synthesize it. The reactants are: [CH3:1][O:2][C:3]([C:5]1[CH:10]=[CH:9][CH:8]=[C:7](O)[N:6]=1)=[O:4].P(Cl)(Cl)([Cl:14])=O. (6) Given the product [Cl:1][C:2]1[CH:3]=[C:4]([CH2:18][C:19]([O:21][CH3:22])=[O:20])[CH:5]=[CH:6][C:7]=1[O:8][C:9]1[N:13]([CH3:14])[N:12]=[C:11]([CH3:15])[C:10]=1[CH2:16][OH:17], predict the reactants needed to synthesize it. The reactants are: [Cl:1][C:2]1[CH:3]=[C:4]([CH2:18][C:19]([O:21][CH2:22]C)=[O:20])[CH:5]=[CH:6][C:7]=1[O:8][C:9]1[N:13]([CH3:14])[N:12]=[C:11]([CH3:15])[C:10]=1[CH:16]=[O:17].O1CCCC1.CO.[BH4-].[Na+]. (7) Given the product [O:18]([C:25]1[CH:26]=[CH:27][C:28]([CH2:31][C:32]([NH:17][C:14]2[CH:15]=[C:16]3[C:11]([CH:10]=[N:9][N:8]3[CH2:7][CH2:6][N:1]3[CH2:5][CH2:4][CH2:3][CH2:2]3)=[CH:12][CH:13]=2)=[O:33])=[CH:29][CH:30]=1)[C:19]1[CH:24]=[CH:23][CH:22]=[CH:21][CH:20]=1, predict the reactants needed to synthesize it. The reactants are: [N:1]1([CH2:6][CH2:7][N:8]2[C:16]3[C:11](=[CH:12][CH:13]=[C:14]([NH2:17])[CH:15]=3)[CH:10]=[N:9]2)[CH2:5][CH2:4][CH2:3][CH2:2]1.[O:18]([C:25]1[CH:30]=[CH:29][C:28]([CH2:31][C:32](O)=[O:33])=[CH:27][CH:26]=1)[C:19]1[CH:24]=[CH:23][CH:22]=[CH:21][CH:20]=1.